This data is from Full USPTO retrosynthesis dataset with 1.9M reactions from patents (1976-2016). The task is: Predict the reactants needed to synthesize the given product. Given the product [CH3:34][C@H:17]1[CH2:16][NH:15][C@H:20]([CH3:21])[CH2:19][N:18]1[C:22]1[CH:31]=[CH:30][C:29]([C:32]#[N:33])=[C:28]2[C:23]=1[CH:24]=[CH:25][CH:26]=[N:27]2, predict the reactants needed to synthesize it. The reactants are: ClC(OC(Cl)C)=O.C([N:15]1[C@H:20]([CH3:21])[CH2:19][N:18]([C:22]2[CH:31]=[CH:30][C:29]([C:32]#[N:33])=[C:28]3[C:23]=2[CH:24]=[CH:25][CH:26]=[N:27]3)[C@@H:17]([CH3:34])[CH2:16]1)C1C=CC=CC=1.